Task: Predict the reaction yield, written as a fraction of the theoretical maximum amount of product (1.0 means a 100% yield; for example, 0.34 means a 34% yield).. Dataset: Reaction yield outcomes from USPTO patents with 853,638 reactions (1) The reactants are [CH3:1][C:2]1[CH:7]=[CH:6][CH:5]=[CH:4][C:3]=1[C:8]1[C:16]2[O:15][CH:14]([CH2:17][NH2:18])[CH2:13][C:12]=2[CH:11]=[CH:10][CH:9]=1.C(N(C(C)C)CC)(C)C.Cl[C:29]([O:31][CH2:32][C:33]1[CH:38]=[CH:37][CH:36]=[CH:35][CH:34]=1)=[O:30]. No catalyst specified. The product is [CH2:32]([O:31][C:29](=[O:30])[NH:18][CH2:17][CH:14]1[CH2:13][C:12]2[CH:11]=[CH:10][CH:9]=[C:8]([C:3]3[CH:4]=[CH:5][CH:6]=[CH:7][C:2]=3[CH3:1])[C:16]=2[O:15]1)[C:33]1[CH:38]=[CH:37][CH:36]=[CH:35][CH:34]=1. The yield is 0.850. (2) The yield is 0.470. No catalyst specified. The product is [CH3:18][N:17]([CH3:19])[CH:15]=[CH:14][C:23]([C:9]1[N:5]([CH:1]2[CH2:2][CH2:3][CH2:4]2)[C:6]([CH3:13])=[N:7][CH:8]=1)=[O:24]. The reactants are [CH:1]1([N:5]2[CH:9]=[C:8](C(=O)C)[N:7]=[C:6]2[CH3:13])[CH2:4][CH2:3][CH2:2]1.[CH3:14][C:15]([N:17]([CH3:19])[CH3:18])=O.CN([CH:23]=[O:24])C. (3) The yield is 0.910. The reactants are [Cl:1][C:2]1[CH:9]=[C:6]([CH:7]=[O:8])[C:5]([OH:10])=[CH:4][CH:3]=1.C([O-])([O-])=O.[K+].[K+].Br[CH2:18][CH2:19][O:20][Si:21]([C:24]([CH3:27])([CH3:26])[CH3:25])([CH3:23])[CH3:22]. The catalyst is CN(C)C=O.C(OCC)(=O)C. The product is [C:24]([Si:21]([CH3:23])([CH3:22])[O:20][CH2:19][CH2:18][O:10][C:5]1[CH:4]=[CH:3][C:2]([Cl:1])=[CH:9][C:6]=1[CH:7]=[O:8])([CH3:27])([CH3:26])[CH3:25]. (4) The reactants are [CH3:1][O:2][C:3]([C:5]1[CH:6]=[C:7]([C:12]([OH:14])=O)[C:8]([OH:11])=[N:9][CH:10]=1)=[O:4].Cl.CN(C)CCCN=C=NCC.O.ON1C2C=CC=CC=2N=N1.[CH2:38]([NH2:45])[C:39]1[CH:44]=[CH:43][CH:42]=[CH:41][CH:40]=1. The catalyst is CN(C)C=O.O. The product is [CH3:1][O:2][C:3](=[O:4])[C:5]1[CH:6]=[C:7]([C:12](=[O:14])[NH:45][CH2:38][C:39]2[CH:44]=[CH:43][CH:42]=[CH:41][CH:40]=2)[C:8]([OH:11])=[N:9][CH:10]=1. The yield is 0.280. (5) The reactants are [CH2:1]([O:8][C@@H:9]1[C@@H:14]([O:15][CH2:16][C:17]2[CH:22]=[CH:21][CH:20]=[CH:19][CH:18]=2)[C@H:13]([O:23][CH2:24][C:25]2[CH:30]=[CH:29][CH:28]=[CH:27][CH:26]=2)[C@@H:12]([CH2:31][O:32][CH2:33][C:34]2[CH:39]=[CH:38][CH:37]=[CH:36][CH:35]=2)[O:11][C@H:10]1[O:40][C@@H:41]([C@@H:46]([C@@H:55]([CH2:57][O:58][C:59](=[O:65])[CH2:60][CH2:61][C:62]([CH3:64])=[O:63])[OH:56])[O:47][CH2:48][C:49]1[CH:54]=[CH:53][CH:52]=[CH:51][CH:50]=1)[C:42]([OH:45])=[CH:43][OH:44])[C:2]1[CH:7]=[CH:6][CH:5]=[CH:4][CH:3]=1.CC1(C)OO1.CC(C)=O.[CH2:75]([O:79][P:80]([O-:87])([O:82][CH2:83][CH2:84][CH2:85][CH3:86])=O)[CH2:76][CH2:77][CH3:78].[C:88](Cl)(=[O:93])[C:89]([CH3:92])([CH3:91])[CH3:90]. The catalyst is C(Cl)Cl.CN(C1C=CN=CC=1)C. The product is [P:80]([O:44][C@@H:43]1[O:56][C@H:55]([CH2:57][O:58][C:59](=[O:65])[CH2:60][CH2:61][C:62]([CH3:64])=[O:63])[C@@H:46]([O:47][CH2:48][C:49]2[CH:54]=[CH:53][CH:52]=[CH:51][CH:50]=2)[C@H:41]([O:40][C@@H:10]2[O:11][C@H:12]([CH2:31][O:32][CH2:33][C:34]3[CH:35]=[CH:36][CH:37]=[CH:38][CH:39]=3)[C@@H:13]([O:23][CH2:24][C:25]3[CH:30]=[CH:29][CH:28]=[CH:27][CH:26]=3)[C@H:14]([O:15][CH2:16][C:17]3[CH:22]=[CH:21][CH:20]=[CH:19][CH:18]=3)[C@H:9]2[O:8][CH2:1][C:2]2[CH:3]=[CH:4][CH:5]=[CH:6][CH:7]=2)[C@H:42]1[O:45][C:88](=[O:93])[C:89]([CH3:92])([CH3:91])[CH3:90])([O:79][CH2:75][CH2:76][CH2:77][CH3:78])([O:82][CH2:83][CH2:84][CH2:85][CH3:86])=[O:87]. The yield is 0.700. (6) The reactants are [CH2:1]([C@@H:3]1[C:7]2[N:8](S(C3C=CC(C)=CC=3)(=O)=O)[CH:9]=[CH:10][C:6]=2[C:5](=[O:21])[NH:4]1)[CH3:2].C(=O)([O-])[O-].[K+].[K+]. The catalyst is CO. The product is [CH2:1]([C@@H:3]1[C:7]2[NH:8][CH:9]=[CH:10][C:6]=2[C:5](=[O:21])[NH:4]1)[CH3:2]. The yield is 0.560. (7) The reactants are Cl[C:2]([O:4][C:5]1[CH:10]=CC([N+]([O-])=O)=CC=1)=[O:3].[C:14](OCC)(=[O:17])[NH:15][NH2:16].CCN(CC)CC.[N:28]([CH2:31][CH2:32][O:33][CH2:34][CH2:35][O:36][CH2:37][CH2:38][O:39][CH2:40][CH2:41][NH2:42])=[N+:29]=[N-:30]. The catalyst is C1COCC1.O. The product is [N:28]([CH2:31][CH2:32][O:33][CH2:34][CH2:35][O:36][CH2:37][CH2:38][O:39][CH2:40][CH2:41][NH:42][C:14](=[O:17])[NH:15][NH:16][C:2]([O:4][CH2:5][CH3:10])=[O:3])=[N+:29]=[N-:30]. The yield is 0.710. (8) The reactants are ClC(N(C)C)=C(C)C.[CH3:9][N:10]([CH3:37])[C:11]([C:13]1[N:14]=[CH:15][C:16]([O:19][C:20]2[CH:21]=[C:22]([CH:26]=[C:27]([O:29][C@H:30]3[CH2:34][CH2:33][N:32]([CH3:35])[C:31]3=[O:36])[CH:28]=2)[C:23](O)=[O:24])=[N:17][CH:18]=1)=[O:12].[CH3:38][C:39]1[N:43]=[C:42]([NH2:44])[S:41][N:40]=1.N1C=CC=CC=1. The catalyst is C(Cl)Cl. The product is [CH3:37][N:10]([CH3:9])[C:11]([C:13]1[CH:18]=[N:17][C:16]([O:19][C:20]2[CH:21]=[C:22]([C:23](=[O:24])[NH:44][C:42]3[S:41][N:40]=[C:39]([CH3:38])[N:43]=3)[CH:26]=[C:27]([O:29][C@H:30]3[CH2:34][CH2:33][N:32]([CH3:35])[C:31]3=[O:36])[CH:28]=2)=[CH:15][N:14]=1)=[O:12]. The yield is 0.720. (9) The reactants are [CH:1]1([N:4]([CH:34]2[CH2:36][CH2:35]2)[C:5]([C:7]2[N:31]([CH2:32][CH3:33])[C:10]3=[N:11][C:12]([NH:19]/[C:20](/SC)=[CH:21]/[C:22](=O)[CH:23]([O:26]C)OC)=[C:13]4[N:17]=[CH:16][N:15]([CH3:18])[C:14]4=[C:9]3[CH:8]=2)=[O:6])[CH2:3][CH2:2]1.CN(C(O[N:45]1[N:53]=N[C:47]2C=CC=N[C:46]1=2)=[N+](C)C)C.F[P-](F)(F)(F)(F)F.[CH3:61][NH:62][CH3:63].O. The catalyst is CN(C=O)C. The product is [CH:1]1([N:4]([CH:34]2[CH2:36][CH2:35]2)[C:5]([C:7]2[N:31]([CH2:32][CH3:33])[C:10]3=[N:11][C:12]([NH:19][C:20]4[CH:21]=[C:22]([C:23](=[O:26])[N:62]([CH3:63])[CH3:61])[N:45]([CH2:46][CH3:47])[N:53]=4)=[C:13]4[N:17]=[CH:16][N:15]([CH3:18])[C:14]4=[C:9]3[CH:8]=2)=[O:6])[CH2:3][CH2:2]1. The yield is 0.669. (10) The reactants are [Cl:1][C:2](Cl)([O:4]C(=O)OC(Cl)(Cl)Cl)Cl.N1C=CC=CC=1.[CH3:19][C@H:20]1[CH2:25][CH2:24][CH2:23][CH2:22][NH:21]1.Cl. The catalyst is C(Cl)Cl. The product is [CH3:19][C@H:20]1[CH2:25][CH2:24][CH2:23][CH2:22][N:21]1[C:2]([Cl:1])=[O:4]. The yield is 0.920.